This data is from Catalyst prediction with 721,799 reactions and 888 catalyst types from USPTO. The task is: Predict which catalyst facilitates the given reaction. Reactant: [N:1]([CH2:4][C:5]([O:7]CC)=[O:6])=[C:2]=[O:3].[CH:10]1([N:16]2[C:21](=[O:22])[CH2:20][C:19](=[O:23])[N:18]([CH:24]3[CH2:29][CH2:28][CH2:27][CH2:26][CH2:25]3)[C:17]2=[O:30])[CH2:15][CH2:14][CH2:13][CH2:12][CH2:11]1.C(N(C(C)C)CC)(C)C. Product: [CH:10]1([N:16]2[C:21]([OH:22])=[C:20]([C:2]([NH:1][CH2:4][C:5]([OH:7])=[O:6])=[O:3])[C:19](=[O:23])[N:18]([CH:24]3[CH2:25][CH2:26][CH2:27][CH2:28][CH2:29]3)[C:17]2=[O:30])[CH2:11][CH2:12][CH2:13][CH2:14][CH2:15]1. The catalyst class is: 4.